From a dataset of Catalyst prediction with 721,799 reactions and 888 catalyst types from USPTO. Predict which catalyst facilitates the given reaction. (1) Reactant: [NH2:1][C:2]1[CH:7]=[C:6]([Cl:8])[CH:5]=[CH:4][C:3]=1[S:9][CH2:10][CH2:11][C:12]([N:14]1[CH2:18][CH2:17][CH2:16][CH2:15]1)=[O:13].[Cl:19][C:20]1[CH:25]=[CH:24][C:23]([S:26](Cl)(=[O:28])=[O:27])=[CH:22][C:21]=1[C:30]([F:33])([F:32])[F:31]. Product: [Cl:19][C:20]1[CH:25]=[CH:24][C:23]([S:26]([NH:1][C:2]2[CH:7]=[C:6]([Cl:8])[CH:5]=[CH:4][C:3]=2[S:9][CH2:10][CH2:11][C:12](=[O:13])[N:14]2[CH2:15][CH2:16][CH2:17][CH2:18]2)(=[O:27])=[O:28])=[CH:22][C:21]=1[C:30]([F:33])([F:31])[F:32]. The catalyst class is: 17. (2) The catalyst class is: 54. Reactant: [NH2:1][C:2]1[S:3][C:4]2[CH:10]=[C:9]([O:11][C:12]3[CH:13]=[C:14]([NH:19][C:20](=[O:33])[C:21]4[CH:26]=[CH:25][CH:24]=[C:23]([C:27]([C:30]#[N:31])([CH3:29])[CH3:28])[C:22]=4[Cl:32])[CH:15]=[CH:16][C:17]=3[F:18])[CH:8]=[CH:7][C:5]=2[N:6]=1.[CH:34]1([C:37](Cl)=[O:38])[CH2:36][CH2:35]1.N1C=CC=CC=1.O. Product: [Cl:32][C:22]1[C:23]([C:27]([C:30]#[N:31])([CH3:29])[CH3:28])=[CH:24][CH:25]=[CH:26][C:21]=1[C:20]([NH:19][C:14]1[CH:15]=[CH:16][C:17]([F:18])=[C:12]([O:11][C:9]2[CH:8]=[CH:7][C:5]3[N:6]=[C:2]([NH:1][C:37]([CH:34]4[CH2:36][CH2:35]4)=[O:38])[S:3][C:4]=3[CH:10]=2)[CH:13]=1)=[O:33]. (3) Reactant: [O:1]=[C:2]1[CH2:8][C:7]([C:9]2[CH:10]=[C:11]([CH:14]=[CH:15][CH:16]=2)[C:12]#[N:13])=[N:6][C:5]2[CH:17]=[CH:18][C:19]([C:21]#[C:22][C:23]3[CH2:24][CH2:25][NH:26][CH2:27][CH:28]=3)=[CH:20][C:4]=2[NH:3]1.[C:29](Cl)(=[O:34])[C:30]([CH3:33])([CH3:32])[CH3:31].CCN(CC)CC. Product: [CH3:31][C:30]([CH3:33])([CH3:32])[C:29]([N:26]1[CH2:25][CH:24]=[C:23]([C:22]#[C:21][C:19]2[CH:18]=[CH:17][C:5]3[N:6]=[C:7]([C:9]4[CH:10]=[C:11]([CH:14]=[CH:15][CH:16]=4)[C:12]#[N:13])[CH2:8][C:2](=[O:1])[NH:3][C:4]=3[CH:20]=2)[CH2:28][CH2:27]1)=[O:34]. The catalyst class is: 1. (4) Reactant: FC(F)(F)OC1C=CC(N2CCNCC2)=CC=1.[CH3:18][C@H:19]1[CH2:24][N:23]([C:25]2[CH:30]=[CH:29][C:28]([O:31][C:32]([F:35])([F:34])[F:33])=[CH:27][CH:26]=2)[CH2:22][C@@H:21]([CH3:36])[N:20]1[S:37]([C:40]1[CH:48]=[CH:47][CH:46]=[C:45]2[C:41]=1[CH2:42][CH:43]([C:49]#[N:50])[CH2:44]2)(=[O:39])=[O:38].C([Sn](=O)CCCC)CCC.[N:61]([Si](C)(C)C)=[N+:62]=[N-:63]. Product: [CH3:18][C@H:19]1[CH2:24][N:23]([C:25]2[CH:30]=[CH:29][C:28]([O:31][C:32]([F:33])([F:35])[F:34])=[CH:27][CH:26]=2)[CH2:22][C@@H:21]([CH3:36])[N:20]1[S:37]([C:40]1[C:41]2[CH2:42][CH:43]([C:49]3[NH:63][N:62]=[N:61][N:50]=3)[CH2:44][C:45]=2[CH:46]=[CH:47][CH:48]=1)(=[O:39])=[O:38]. The catalyst class is: 11. (5) Reactant: CO[C:3]1[C:4]2[CH:18]=[CH:17][CH:16]=[N:15][C:5]=2[N:6]=[C:7]([C:9]2[CH:14]=[CH:13][CH:12]=[CH:11][N:10]=2)[N:8]=1.[O:19]1[CH2:24][CH2:23][N:22]([C:25]2[C:30]([NH2:31])=[CH:29][C:28]([N:32]3[CH2:37][CH2:36][O:35][CH2:34][CH2:33]3)=[CH:27][N:26]=2)[CH2:21][CH2:20]1.[H-].[Na+].O. Product: [N:22]1([C:25]2[C:30]([NH:31][C:3]3[C:4]4[CH:18]=[CH:17][CH:16]=[N:15][C:5]=4[N:6]=[C:7]([C:9]4[CH:14]=[CH:13][CH:12]=[CH:11][N:10]=4)[N:8]=3)=[CH:29][C:28]([N:32]3[CH2:33][CH2:34][O:35][CH2:36][CH2:37]3)=[CH:27][N:26]=2)[CH2:21][CH2:20][O:19][CH2:24][CH2:23]1. The catalyst class is: 9. (6) Reactant: [CH2:1]([N:3]1[C:9]2[CH:10]=[CH:11][C:12]([N+:14]([O-])=O)=[CH:13][C:8]=2[O:7][CH2:6][CH2:5][CH2:4]1)[CH3:2]. Product: [CH2:1]([N:3]1[C:9]2[CH:10]=[CH:11][C:12]([NH2:14])=[CH:13][C:8]=2[O:7][CH2:6][CH2:5][CH2:4]1)[CH3:2]. The catalyst class is: 63.